Dataset: Reaction yield outcomes from USPTO patents with 853,638 reactions. Task: Predict the reaction yield, written as a fraction of the theoretical maximum amount of product (1.0 means a 100% yield; for example, 0.34 means a 34% yield). The reactants are [CH3:1][C:2]1[CH:7]=[CH:6][C:5]([CH:8]=[CH:9][C:10](=[O:20])[CH:11]=[CH:12][C:13]2[CH:18]=[CH:17][C:16]([CH3:19])=[CH:15][CH:14]=2)=[CH:4][CH:3]=1.[CH3:21][NH2:22].O. The catalyst is CN(C)C=O. The product is [CH3:19][C:16]1[CH:15]=[CH:14][C:13]([CH:12]2[CH2:11][C:10](=[O:20])[CH2:9][CH:8]([C:5]3[CH:4]=[CH:3][C:2]([CH3:1])=[CH:7][CH:6]=3)[N:22]2[CH3:21])=[CH:18][CH:17]=1. The yield is 0.750.